From a dataset of Forward reaction prediction with 1.9M reactions from USPTO patents (1976-2016). Predict the product of the given reaction. (1) Given the reactants [C:1]1([CH2:11][C:12]#[N:13])[C:10]2[C:5](=[CH:6][CH:7]=[CH:8][CH:9]=2)[CH:4]=[CH:3][CH:2]=1.C[Si]([NH-])(C)C.C[Si]([NH-])(C)C.[Na+].[Na+].[CH2:26]([CH:28]1[O:30][CH2:29]1)Cl.C(OCC)(=O)C.CCCCCC, predict the reaction product. The product is: [OH:30][CH2:29][CH:28]1[CH2:26][C@@:11]1([C:1]1[C:10]2[C:5](=[CH:6][CH:7]=[CH:8][CH:9]=2)[CH:4]=[CH:3][CH:2]=1)[C:12]#[N:13]. (2) Given the reactants Cl.[Br:2][C:3]1[CH:8]=[CH:7][C:6]([N:9]2[CH2:14][CH2:13][NH:12][CH2:11][CH2:10]2)=[CH:5][CH:4]=1.C(N(CC)CC)C.[C:22]([O:26][C:27](O[C:27]([O:26][C:22]([CH3:25])([CH3:24])[CH3:23])=[O:28])=[O:28])([CH3:25])([CH3:24])[CH3:23], predict the reaction product. The product is: [C:22]([O:26][C:27]([N:12]1[CH2:13][CH2:14][N:9]([C:6]2[CH:5]=[CH:4][C:3]([Br:2])=[CH:8][CH:7]=2)[CH2:10][CH2:11]1)=[O:28])([CH3:25])([CH3:24])[CH3:23]. (3) The product is: [CH2:50]([O:49][C:47]([N:29]1[CH:24]2[CH2:25][CH2:26][CH:27]1[CH2:28][N:22]([C:20]([C:17]1[CH:16]=[N:15][C:14]([NH:13][C:10]3[N:11]=[CH:12][C:7]4[CH:6]=[C:5]([C:3](=[O:4])[N:2]([CH3:36])[CH3:1])[N:30]([CH:31]5[CH2:35][CH2:34][CH2:33][CH2:32]5)[C:8]=4[N:9]=3)=[CH:19][CH:18]=1)=[O:21])[CH2:23]2)=[O:48])[CH3:51]. Given the reactants [CH3:1][N:2]([CH3:36])[C:3]([C:5]1[N:30]([CH:31]2[CH2:35][CH2:34][CH2:33][CH2:32]2)[C:8]2[N:9]=[C:10]([NH:13][C:14]3[CH:19]=[CH:18][C:17]([C:20]([N:22]4[CH2:28][CH:27]5[NH:29][CH:24]([CH2:25][CH2:26]5)[CH2:23]4)=[O:21])=[CH:16][N:15]=3)[N:11]=[CH:12][C:7]=2[CH:6]=1)=[O:4].C(N(C(C)C)CC)(C)C.Cl[C:47]([O:49][CH2:50][CH3:51])=[O:48], predict the reaction product.